The task is: Predict the reactants needed to synthesize the given product.. This data is from Full USPTO retrosynthesis dataset with 1.9M reactions from patents (1976-2016). Given the product [CH3:1][C:2]1[CH:7]=[C:6]([CH3:8])[CH:5]=[CH:4][C:3]=1[N:9]([CH2:10][CH:11]([CH3:13])[CH3:12])[S:22]([C:19]1[CH:18]=[CH:17][C:16]([CH:14]=[O:15])=[CH:21][CH:20]=1)(=[O:24])=[O:23], predict the reactants needed to synthesize it. The reactants are: [CH3:1][C:2]1[CH:7]=[C:6]([CH3:8])[CH:5]=[CH:4][C:3]=1[NH:9][CH2:10][CH:11]([CH3:13])[CH3:12].[CH:14]([C:16]1[CH:21]=[CH:20][C:19]([S:22](Cl)(=[O:24])=[O:23])=[CH:18][CH:17]=1)=[O:15].